From a dataset of Full USPTO retrosynthesis dataset with 1.9M reactions from patents (1976-2016). Predict the reactants needed to synthesize the given product. (1) The reactants are: [CH3:1][N:2]1[C:6]2[N:7]=[C:8]([C:17]3[CH:23]=[CH:22][C:20]([NH2:21])=[CH:19][CH:18]=3)[N:9]=[C:10]([N:11]3[CH2:16][CH2:15][O:14][CH2:13][CH2:12]3)[C:5]=2[CH:4]=[CH:3]1.ClC(Cl)(O[C:28](=[O:34])OC(Cl)(Cl)Cl)Cl.[NH2:36][C:37]1[CH:38]=[N:39][CH:40]=[CH:41][CH:42]=1. Given the product [CH3:1][N:2]1[C:6]2[N:7]=[C:8]([C:17]3[CH:23]=[CH:22][C:20]([NH:21][C:28]([NH:36][C:37]4[CH:38]=[N:39][CH:40]=[CH:41][CH:42]=4)=[O:34])=[CH:19][CH:18]=3)[N:9]=[C:10]([N:11]3[CH2:12][CH2:13][O:14][CH2:15][CH2:16]3)[C:5]=2[CH:4]=[CH:3]1, predict the reactants needed to synthesize it. (2) Given the product [CH3:18][S:15]([NH:14][CH2:13][CH2:12][C:7]1[CH:8]=[C:9]2[C:4](=[CH:5][CH:6]=1)[CH:3]=[C:2]([O:1][CH2:21][C:19]#[N:20])[CH:11]=[CH:10]2)(=[O:17])=[O:16], predict the reactants needed to synthesize it. The reactants are: [OH:1][C:2]1[CH:3]=[C:4]2[C:9](=[CH:10][CH:11]=1)[CH:8]=[C:7]([CH2:12][CH2:13][NH:14][S:15]([CH3:18])(=[O:17])=[O:16])[CH:6]=[CH:5]2.[C:19]([CH2:21]Br)#[N:20].C(=O)([O-])[O-].[K+].[K+]. (3) Given the product [CH:5]([NH:8][C:11](=[O:10])[C:12]1[CH:17]=[CH:16][C:15](/[CH:18]=[CH:19]/[C:20]2[C:21]([C:26]3[CH:31]=[CH:30][CH:29]=[CH:28][CH:27]=3)=[N:22][O:23][C:24]=2[CH3:25])=[N:14][CH:13]=1)([CH3:7])[CH3:6], predict the reactants needed to synthesize it. The reactants are: C[Al](C)C.[CH:5]([NH2:8])([CH3:7])[CH3:6].C[O:10][C:11](=O)[C:12]1[CH:17]=[CH:16][C:15](/[CH:18]=[CH:19]/[C:20]2[C:21]([C:26]3[CH:31]=[CH:30][CH:29]=[CH:28][CH:27]=3)=[N:22][O:23][C:24]=2[CH3:25])=[N:14][CH:13]=1.O.